This data is from Full USPTO retrosynthesis dataset with 1.9M reactions from patents (1976-2016). The task is: Predict the reactants needed to synthesize the given product. (1) Given the product [CH3:30][C:26](=[CH2:25])[CH2:27][CH2:28][O:1][C:2]1[CH:3]=[C:4]([NH:8][C:9](=[O:11])[CH3:10])[CH:5]=[CH:6][CH:7]=1, predict the reactants needed to synthesize it. The reactants are: [OH:1][C:2]1[CH:3]=[C:4]([NH:8][C:9](=[O:11])[CH3:10])[CH:5]=[CH:6][CH:7]=1.C(NC1C=C(OC(=O)C)C=CC=1)=O.[CH3:25][C:26](=[CH2:30])[CH2:27][CH2:28]O.CCOC(/N=N/C(OCC)=O)=O.C1C=CC(P(C2C=CC=CC=2)C2C=CC=CC=2)=CC=1. (2) Given the product [NH2:1][C:2]1[C:3]2[S:10][CH:9]=[C:8]([C:11]([NH:13][C:14]3[CH:19]=[C:18]([NH:20][C:23]([NH:41][C:38]4[CH:39]=[CH:40][C:35]([Cl:34])=[C:36]([C:42]([F:43])([F:44])[F:45])[CH:37]=4)=[O:25])[CH:17]=[CH:16][C:15]=3[CH3:21])=[O:12])[C:4]=2[N:5]=[CH:6][N:7]=1, predict the reactants needed to synthesize it. The reactants are: [NH2:1][C:2]1[C:3]2[S:10][CH:9]=[C:8]([C:11]([NH:13][C:14]3[CH:19]=[C:18]([NH2:20])[CH:17]=[CH:16][C:15]=3[CH3:21])=[O:12])[C:4]=2[N:5]=[CH:6][N:7]=1.Cl[C:23](Cl)([O:25]C(=O)OC(Cl)(Cl)Cl)Cl.[Cl:34][C:35]1[CH:40]=[CH:39][C:38]([NH2:41])=[CH:37][C:36]=1[C:42]([F:45])([F:44])[F:43]. (3) The reactants are: [Cl:1][C:2]1[CH:10]=[C:9]2[C:5]([C:6](=[O:19])[NH:7][N:8]2[CH2:11][C:12]2[CH:17]=[CH:16][CH:15]=[CH:14][C:13]=2[Cl:18])=[CH:4][C:3]=1[N+:20]([O-])=O.Cl.Cl[Sn]Cl.C(=O)(O)[O-].[Na+]. Given the product [NH2:20][C:3]1[CH:4]=[C:5]2[C:9](=[CH:10][C:2]=1[Cl:1])[N:8]([CH2:11][C:12]1[CH:17]=[CH:16][CH:15]=[CH:14][C:13]=1[Cl:18])[NH:7][C:6]2=[O:19], predict the reactants needed to synthesize it. (4) Given the product [CH:1]1([N:6]2[C:14]([C:15]3[CH:16]=[CH:17][C:18]([OH:21])=[CH:19][CH:20]=3)=[C:13]3[C:8]([C:9]([F:23])=[CH:10][CH:11]=[CH:12]3)=[N:7]2)[CH2:2][CH2:3][CH2:4][CH2:5]1, predict the reactants needed to synthesize it. The reactants are: [CH:1]1([N:6]2[C:14]([C:15]3[CH:20]=[CH:19][C:18]([O:21]C)=[CH:17][CH:16]=3)=[C:13]3[C:8]([C:9]([F:23])=[CH:10][CH:11]=[CH:12]3)=[N:7]2)[CH2:5][CH2:4][CH2:3][CH2:2]1.B(Br)(Br)Br.C1CCCCC=1. (5) Given the product [OH:2][CH2:3][C:5]1[C:14]2[C:9](=[CH:10][CH:11]=[CH:12][CH:13]=2)[N:8]=[CH:7][C:6]=1[OH:15], predict the reactants needed to synthesize it. The reactants are: C[O:2][C:3]([C:5]1[C:14]2[C:9](=[CH:10][CH:11]=[CH:12][CH:13]=2)[N:8]=[CH:7][C:6]=1[O:15]C)=O.C1(C)C=CC=CC=1.CC(C[AlH]CC(C)C)C.CCOC(C)=O.